From a dataset of Full USPTO retrosynthesis dataset with 1.9M reactions from patents (1976-2016). Predict the reactants needed to synthesize the given product. (1) Given the product [CH2:13]([O:20][C:21]1[CH:22]=[C:23]([CH:37]=[CH:38][CH:39]=1)[C:24]([NH:26][C:27]1[CH:32]=[CH:31][CH:30]=[CH:29][C:28]=1[S:33]([NH:34][C:1](=[O:11])[CH2:2][CH2:3][CH2:4][CH2:5][CH2:6][CH2:7][CH2:8][CH2:9][CH3:10])(=[O:36])=[O:35])=[O:25])[CH2:14][CH2:15][CH2:16][CH2:17][CH2:18][CH3:19], predict the reactants needed to synthesize it. The reactants are: [C:1](Cl)(=[O:11])[CH2:2][CH2:3][CH2:4][CH2:5][CH2:6][CH2:7][CH2:8][CH2:9][CH3:10].[CH2:13]([O:20][C:21]1[CH:22]=[C:23]([CH:37]=[CH:38][CH:39]=1)[C:24]([NH:26][C:27]1[CH:32]=[CH:31][CH:30]=[CH:29][C:28]=1[S:33](=[O:36])(=[O:35])[NH2:34])=[O:25])[CH2:14][CH2:15][CH2:16][CH2:17][CH2:18][CH3:19]. (2) Given the product [Cl:28][C:26]1[CH:23]=[CH:22][C:5]([CH2:6][NH:7][CH2:19][C@@H:17]([OH:18])[CH2:16][O:15][C:11]2[CH:12]=[CH:13][CH:14]=[C:9]([C:6]3[C:5]4[CH:20]=[CH:21][C:2]([F:1])=[CH:3][C:4]=4[O:8][N:7]=3)[CH:10]=2)=[CH:4][CH:27]=1, predict the reactants needed to synthesize it. The reactants are: [F:1][C:2]1[CH:21]=[CH:20][C:5]2[C:6]([C:9]3[CH:14]=[CH:13][CH:12]=[C:11]([O:15][CH2:16][C@H:17]4[CH2:19][O:18]4)[CH:10]=3)=[N:7][O:8][C:4]=2[CH:3]=1.[CH2:22](O)[CH3:23].Cl[CH:26]([Cl:28])[CH3:27].